From a dataset of Forward reaction prediction with 1.9M reactions from USPTO patents (1976-2016). Predict the product of the given reaction. (1) Given the reactants [Br:1][C:2]1[CH:11]=[C:10]([C:12]([OH:14])=O)[C:9]([OH:15])=[C:8]2[C:3]=1[CH:4]=[CH:5][CH:6]=[N:7]2.N1(C(N2C=CN=C2)=O)C=CN=C1.[CH2:28]1[C:36]2[C:31](=[CH:32][CH:33]=[CH:34][CH:35]=2)[CH2:30][NH:29]1, predict the reaction product. The product is: [Br:1][C:2]1[CH:11]=[C:10]([C:12]([N:29]2[CH2:30][C:31]3[C:36](=[CH:35][CH:34]=[CH:33][CH:32]=3)[CH2:28]2)=[O:14])[C:9]([OH:15])=[C:8]2[C:3]=1[CH:4]=[CH:5][CH:6]=[N:7]2. (2) Given the reactants [CH2:1]([N:3]1[C:8](=[O:9])[C:7]2[C:10]([C:31]3[CH:36]=[CH:35][CH:34]=[CH:33][CH:32]=3)=[C:11]([C:13]3[CH:18]=[CH:17][C:16]([C:19]4([NH:23][C:24](=[O:30])[O:25][C:26]([CH3:29])([CH3:28])[CH3:27])[CH2:22][CH2:21][CH2:20]4)=[CH:15][CH:14]=3)[O:12][C:6]=2[N:5]=[C:4]1S(C)(=O)=O)[CH3:2].[CH3:41][NH2:42].CO, predict the reaction product. The product is: [CH2:1]([N:3]1[C:8](=[O:9])[C:7]2[C:10]([C:31]3[CH:36]=[CH:35][CH:34]=[CH:33][CH:32]=3)=[C:11]([C:13]3[CH:18]=[CH:17][C:16]([C:19]4([NH:23][C:24](=[O:30])[O:25][C:26]([CH3:29])([CH3:28])[CH3:27])[CH2:22][CH2:21][CH2:20]4)=[CH:15][CH:14]=3)[O:12][C:6]=2[N:5]=[C:4]1[NH:42][CH3:41])[CH3:2]. (3) Given the reactants [O:1]([CH2:4][N:5]1[CH:9]=[CH:8][N:7]=[CH:6]1)[CH2:2][CH3:3].C([Li])CCC.[CH2:15]([N:18]([CH2:32][CH2:33][CH3:34])[C:19]([C:21]1[CH:22]=[C:23]([CH:28]=[C:29](I)[CH:30]=1)[C:24]([O:26][CH3:27])=[O:25])=[O:20])[CH2:16][CH3:17], predict the reaction product. The product is: [CH2:32]([N:18]([CH2:15][CH2:16][CH3:17])[C:19]([C:21]1[CH:22]=[C:23]([CH:28]=[C:29]([C:6]2[N:5]([CH2:4][O:1][CH2:2][CH3:3])[CH:9]=[CH:8][N:7]=2)[CH:30]=1)[C:24]([O:26][CH3:27])=[O:25])=[O:20])[CH2:33][CH3:34]. (4) Given the reactants [Cl:1][C:2]1[C:3]2[C:10]3[CH2:11][CH2:12][CH:13]([C:15]([OH:17])=O)[CH2:14][C:9]=3[S:8][C:4]=2[N:5]=[CH:6][N:7]=1.[CH2:18]([NH:20][CH2:21][CH2:22][O:23][CH3:24])[CH3:19], predict the reaction product. The product is: [Cl:1][C:2]1[C:3]2[C:10]3[CH2:11][CH2:12][CH:13]([C:15]([N:20]([CH2:18][CH3:19])[CH2:21][CH2:22][O:23][CH3:24])=[O:17])[CH2:14][C:9]=3[S:8][C:4]=2[N:5]=[CH:6][N:7]=1. (5) The product is: [F:18][C:15]1[CH:14]=[CH:13][C:12]([C:5]2[CH:6]=[CH:7][C:2]([F:1])=[CH:3][CH:4]=2)=[CH:17][N:16]=1. Given the reactants [F:1][C:2]1[CH:7]=[CH:6][C:5](B(O)O)=[CH:4][CH:3]=1.Br[C:12]1[CH:13]=[CH:14][C:15]([F:18])=[N:16][CH:17]=1.C(=O)([O-])[O-].[Na+].[Na+], predict the reaction product. (6) Given the reactants Br[C:2]1[CH:3]=[C:4]2[C:9](=[CH:10][CH:11]=1)[CH:8]=[N:7][C:6]([Cl:12])=[CH:5]2.O1CCOCC1.C(N(CC)C(C)C)(C)C.[CH2:28]([SH:35])[C:29]1[CH:34]=[CH:33][CH:32]=[CH:31][CH:30]=1, predict the reaction product. The product is: [CH2:28]([S:35][C:2]1[CH:3]=[C:4]2[C:9](=[CH:10][CH:11]=1)[CH:8]=[N:7][C:6]([Cl:12])=[CH:5]2)[C:29]1[CH:34]=[CH:33][CH:32]=[CH:31][CH:30]=1. (7) The product is: [I:16][C:17]1[CH:18]=[C:19]([NH:20][CH:11]=[C:5]([C:4]([O:3][CH2:1][CH3:2])=[O:15])[C:6]([O:8][CH2:9][CH3:10])=[O:7])[CH:21]=[CH:22][CH:23]=1. Given the reactants [CH2:1]([O:3][C:4](=[O:15])[C:5](=[CH:11]OCC)[C:6]([O:8][CH2:9][CH3:10])=[O:7])[CH3:2].[I:16][C:17]1[CH:18]=[C:19]([CH:21]=[CH:22][CH:23]=1)[NH2:20], predict the reaction product.